From a dataset of Peptide-MHC class I binding affinity with 185,985 pairs from IEDB/IMGT. Regression. Given a peptide amino acid sequence and an MHC pseudo amino acid sequence, predict their binding affinity value. This is MHC class I binding data. (1) The peptide sequence is NSDPEFNVL. The MHC is HLA-B39:01 with pseudo-sequence HLA-B39:01. The binding affinity (normalized) is 0.763. (2) The peptide sequence is FYGKAIPLEVI. The MHC is Patr-A0901 with pseudo-sequence Patr-A0901. The binding affinity (normalized) is 0.194. (3) The peptide sequence is RVRRLNWAA. The MHC is HLA-B08:02 with pseudo-sequence HLA-B08:02. The binding affinity (normalized) is 0.0847.